From a dataset of Cav3 T-type calcium channel HTS with 100,875 compounds. Binary Classification. Given a drug SMILES string, predict its activity (active/inactive) in a high-throughput screening assay against a specified biological target. The drug is S(C1C(O)(CCCC1)CSc1nc2CCCCc2cc1C#N)C. The result is 0 (inactive).